Dataset: Full USPTO retrosynthesis dataset with 1.9M reactions from patents (1976-2016). Task: Predict the reactants needed to synthesize the given product. (1) Given the product [O:4]1[C:8]2=[C:9]([N:13]3[CH2:18][CH2:17][N:16]([CH2:19][CH2:20][C@H:21]4[CH2:26][CH2:25][C@H:24]([NH:27][S:30]([CH2:28][CH3:29])(=[O:32])=[O:31])[CH2:23][CH2:22]4)[CH2:15][CH2:14]3)[N:10]=[CH:11][CH:12]=[C:7]2[CH2:6][CH2:5]1, predict the reactants needed to synthesize it. The reactants are: Cl.Cl.Cl.[O:4]1[C:8]2=[C:9]([N:13]3[CH2:18][CH2:17][N:16]([CH2:19][CH2:20][C@H:21]4[CH2:26][CH2:25][C@H:24]([NH2:27])[CH2:23][CH2:22]4)[CH2:15][CH2:14]3)[N:10]=[CH:11][CH:12]=[C:7]2[CH2:6][CH2:5]1.[CH2:28]([S:30](Cl)(=[O:32])=[O:31])[CH3:29]. (2) Given the product [C:14]([O:13][C:11](=[O:12])[NH:10][CH2:9][CH2:8][C:4]1[CH:5]=[N:6][CH:7]=[C:2]([Cl:1])[CH:3]=1)([CH3:17])([CH3:16])[CH3:15], predict the reactants needed to synthesize it. The reactants are: [Cl:1][C:2]1[CH:3]=[C:4]([CH2:8][CH2:9][NH2:10])[CH:5]=[N:6][CH:7]=1.[C:11](O[C:11]([O:13][C:14]([CH3:17])([CH3:16])[CH3:15])=[O:12])([O:13][C:14]([CH3:17])([CH3:16])[CH3:15])=[O:12]. (3) The reactants are: [CH2:1]([C:3]1[CH:4]=[C:5]([N:9]([CH2:18][C:19]2[N:20]([CH3:30])[N:21]=[C:22]([C:24]3[CH:29]=[CH:28][CH:27]=[CH:26][CH:25]=3)[N:23]=2)[C:10]2[CH:17]=[CH:16][C:13]([C:14]#[N:15])=[CH:12][CH:11]=2)[CH:6]=[CH:7][CH:8]=1)[CH3:2].NC1C=CC(C#N)=C([F:40])C=1. Given the product [CH2:1]([C:3]1[CH:4]=[C:5]([N:9]([CH2:18][C:19]2[N:20]([CH3:30])[N:21]=[C:22]([C:24]3[CH:25]=[CH:26][CH:27]=[CH:28][CH:29]=3)[N:23]=2)[C:10]2[CH:17]=[CH:16][C:13]([C:14]#[N:15])=[C:12]([F:40])[CH:11]=2)[CH:6]=[CH:7][CH:8]=1)[CH3:2], predict the reactants needed to synthesize it. (4) Given the product [I:1][C:2]1[CH:3]=[C:4]2[C:9](=[CH:10][CH:11]=1)[C:8](=[O:12])[NH:7][C:6](=[O:13])/[C:5]/2=[CH:14]\[NH:15][C:16]1[CH:17]=[CH:18][C:19]([N:22]2[CH2:23][CH2:24][N:25]([CH:43]([CH3:45])[CH3:42])[CH2:26][CH2:27]2)=[CH:20][CH:21]=1, predict the reactants needed to synthesize it. The reactants are: [I:1][C:2]1[CH:3]=[C:4]2[C:9](=[CH:10][CH:11]=1)[C:8](=[O:12])[NH:7][C:6](=[O:13])/[C:5]/2=[CH:14]\[NH:15][C:16]1[CH:21]=[CH:20][C:19]([N:22]2[CH2:27][CH2:26][NH:25][CH2:24][CH2:23]2)=[CH:18][CH:17]=1.C(O[BH-](OC(=O)C)OC(=O)C)(=O)C.[Na+].[CH3:42][C:43]([CH3:45])=O.C(O)(=O)C.C(=O)(O)[O-].[Na+]. (5) Given the product [OH:36][N:35]([CH3:34])[C:1](=[NH:2])/[C:3](=[N:10]\[O:11][CH2:12][C:13]1[N:18]=[C:17]([NH:19][C:20](=[O:26])[O:40][C:38]([CH3:27])([CH3:39])[CH3:37])[CH:16]=[CH:15][CH:14]=1)/[C:4]1[CH:9]=[CH:8][CH:7]=[CH:6][N:5]=1, predict the reactants needed to synthesize it. The reactants are: [C:1](/[C:3](=[N:10]\[O:11][CH2:12][C:13]1[N:18]=[C:17]([NH:19][C:20](=[O:26])OC(C)(C)C)[CH:16]=[CH:15][CH:14]=1)/[C:4]1[CH:9]=[CH:8][CH:7]=[CH:6][N:5]=1)#[N:2].[C:27](=O)([O-])[O-].[K+].[K+].Cl.[CH3:34][NH:35][OH:36].[CH3:37][CH:38]([OH:40])[CH3:39].O.